The task is: Regression. Given two drug SMILES strings and cell line genomic features, predict the synergy score measuring deviation from expected non-interaction effect.. This data is from NCI-60 drug combinations with 297,098 pairs across 59 cell lines. (1) Drug 1: CC12CCC3C(C1CCC2=O)CC(=C)C4=CC(=O)C=CC34C. Drug 2: CC1CCCC2(C(O2)CC(NC(=O)CC(C(C(=O)C(C1O)C)(C)C)O)C(=CC3=CSC(=N3)C)C)C. Cell line: HOP-62. Synergy scores: CSS=36.3, Synergy_ZIP=-6.09, Synergy_Bliss=-6.22, Synergy_Loewe=-6.99, Synergy_HSA=-6.47. (2) Drug 1: C(CC(=O)O)C(=O)CN.Cl. Drug 2: C(CCl)NC(=O)N(CCCl)N=O. Cell line: NCI/ADR-RES. Synergy scores: CSS=4.66, Synergy_ZIP=2.35, Synergy_Bliss=5.79, Synergy_Loewe=2.39, Synergy_HSA=3.58. (3) Drug 1: C(CN)CNCCSP(=O)(O)O. Drug 2: C1C(C(OC1N2C=NC3=C2NC=NCC3O)CO)O. Cell line: SR. Synergy scores: CSS=5.81, Synergy_ZIP=1.26, Synergy_Bliss=3.61, Synergy_Loewe=0.277, Synergy_HSA=3.07. (4) Drug 1: C1=CN(C(=O)N=C1N)C2C(C(C(O2)CO)O)O.Cl. Drug 2: CC1=C(N=C(N=C1N)C(CC(=O)N)NCC(C(=O)N)N)C(=O)NC(C(C2=CN=CN2)OC3C(C(C(C(O3)CO)O)O)OC4C(C(C(C(O4)CO)O)OC(=O)N)O)C(=O)NC(C)C(C(C)C(=O)NC(C(C)O)C(=O)NCCC5=NC(=CS5)C6=NC(=CS6)C(=O)NCCC[S+](C)C)O. Cell line: CAKI-1. Synergy scores: CSS=68.0, Synergy_ZIP=-5.85, Synergy_Bliss=-6.91, Synergy_Loewe=3.49, Synergy_HSA=5.23. (5) Drug 1: CC1=CC=C(C=C1)C2=CC(=NN2C3=CC=C(C=C3)S(=O)(=O)N)C(F)(F)F. Drug 2: CC12CCC3C(C1CCC2O)C(CC4=C3C=CC(=C4)O)CCCCCCCCCS(=O)CCCC(C(F)(F)F)(F)F. Cell line: TK-10. Synergy scores: CSS=-5.52, Synergy_ZIP=5.47, Synergy_Bliss=4.85, Synergy_Loewe=-4.83, Synergy_HSA=-4.26.